From a dataset of Peptide-MHC class II binding affinity with 134,281 pairs from IEDB. Regression. Given a peptide amino acid sequence and an MHC pseudo amino acid sequence, predict their binding affinity value. This is MHC class II binding data. (1) The peptide sequence is FEAAFNDAIKASTGG. The MHC is DRB1_1302 with pseudo-sequence DRB1_1302. The binding affinity (normalized) is 0.308. (2) The peptide sequence is VNYWFAPGAAAAPLS. The MHC is DRB5_0101 with pseudo-sequence DRB5_0101. The binding affinity (normalized) is 0.687. (3) The peptide sequence is NAGFKAALAAAAGVP. The binding affinity (normalized) is 0.289. The MHC is HLA-DPA10201-DPB10501 with pseudo-sequence HLA-DPA10201-DPB10501. (4) The peptide sequence is YLGYVIRDLAAMDGG. The MHC is HLA-DQA10201-DQB10303 with pseudo-sequence HLA-DQA10201-DQB10303. The binding affinity (normalized) is 0.381. (5) The peptide sequence is IYKASPTLAFPAGVC. The MHC is HLA-DQA10501-DQB10301 with pseudo-sequence HLA-DQA10501-DQB10301. The binding affinity (normalized) is 0.755. (6) The peptide sequence is ENCGTRGPSLRTTTV. The MHC is DRB1_1302 with pseudo-sequence DRB1_1302. The binding affinity (normalized) is 0.153. (7) The peptide sequence is RSFALASSETGVG. The MHC is DRB1_0401 with pseudo-sequence DRB1_0401. The binding affinity (normalized) is 0.622.